This data is from Forward reaction prediction with 1.9M reactions from USPTO patents (1976-2016). The task is: Predict the product of the given reaction. (1) Given the reactants C(NC(C)C)(C)C.C([Li])CCC.[CH3:13][O:14][C:15](=[O:30])[CH2:16][CH:17]1[CH2:22][CH2:21][N:20]([C:23]([O:25][C:26]([CH3:29])([CH3:28])[CH3:27])=[O:24])[CH2:19][CH2:18]1.[N+:31]([C:34]1[CH:41]=[CH:40][CH:39]=[CH:38][C:35]=1[CH:36]=[O:37])([O-:33])=[O:32], predict the reaction product. The product is: [C:26]([O:25][C:23]([N:20]1[CH2:19][CH2:18][CH:17]([CH:16]([C:15]([O:14][CH3:13])=[O:30])[CH:36]([OH:37])[C:35]2[CH:38]=[CH:39][CH:40]=[CH:41][C:34]=2[N+:31]([O-:33])=[O:32])[CH2:22][CH2:21]1)=[O:24])([CH3:27])([CH3:29])[CH3:28]. (2) Given the reactants [CH3:1][C:2]([CH3:27])([CH3:26])[CH2:3][CH2:4][N:5]1[CH2:10][CH2:9][N:8]([C:11](=[O:25])[CH2:12][CH2:13][CH2:14][C:15]2[CH:23]=[CH:22][C:18]([C:19](O)=[O:20])=[CH:17][C:16]=2[CH3:24])[CH2:7][CH2:6]1.[C:28]([O:32][C:33]([N:35]1[CH2:41][C:40]2[CH:42]=[CH:43][CH:44]=[CH:45][C:39]=2[NH:38][CH2:37][CH2:36]1)=[O:34])([CH3:31])([CH3:30])[CH3:29].CCN(C(C)C)C(C)C, predict the reaction product. The product is: [C:28]([O:32][C:33]([N:35]1[CH2:41][C:40]2[CH:42]=[CH:43][CH:44]=[CH:45][C:39]=2[N:38]([C:19](=[O:20])[C:18]2[CH:22]=[CH:23][C:15]([CH2:14][CH2:13][CH2:12][C:11]([N:8]3[CH2:9][CH2:10][N:5]([CH2:4][CH2:3][C:2]([CH3:1])([CH3:27])[CH3:26])[CH2:6][CH2:7]3)=[O:25])=[C:16]([CH3:24])[CH:17]=2)[CH2:37][CH2:36]1)=[O:34])([CH3:31])([CH3:29])[CH3:30].